The task is: Predict the product of the given reaction.. This data is from Forward reaction prediction with 1.9M reactions from USPTO patents (1976-2016). (1) Given the reactants [OH:1][B:2]1[C:6]2[CH:7]=[CH:8][C:9]([C:11]([C:13]3[CH:20]=[CH:19][C:16]([C:17]#[N:18])=[CH:15][CH:14]=3)=[O:12])=[CH:10][C:5]=2[CH2:4][O:3]1.[BH4-].[Na+].Cl, predict the reaction product. The product is: [OH:12][CH:11]([C:9]1[CH:8]=[CH:7][C:6]2[B:2]([OH:1])[O:3][CH2:4][C:5]=2[CH:10]=1)[C:13]1[CH:14]=[CH:15][C:16]([C:17]#[N:18])=[CH:19][CH:20]=1. (2) Given the reactants [C:1]([C:5]1[CH:22]=[CH:21][C:8]([CH2:9][N:10]2[C:14](=[O:15])[N:13]([CH2:16][CH2:17][CH3:18])[C:12]([CH2:19][OH:20])=[N:11]2)=[CH:7][CH:6]=1)([CH3:4])([CH3:3])[CH3:2].C([O:27][C:28](=[O:42])[C:29]([CH3:41])([O:31][C:32]1[CH:40]=[CH:39][C:35]([C:36](O)=[O:37])=[CH:34][CH:33]=1)[CH3:30])(C)(C)C.C(Cl)CCl.C([O-])(O)=O.[Na+:51], predict the reaction product. The product is: [C:1]([C:5]1[CH:22]=[CH:21][C:8]([CH2:9][N:10]2[C:14](=[O:15])[N:13]([CH2:16][CH2:17][CH3:18])[C:12]([CH2:19][O:20][C:36]([C:35]3[CH:39]=[CH:40][C:32]([O:31][C:29]([CH3:30])([CH3:41])[C:28]([O-:42])=[O:27])=[CH:33][CH:34]=3)=[O:37])=[N:11]2)=[CH:7][CH:6]=1)([CH3:2])([CH3:3])[CH3:4].[Na+:51]. (3) Given the reactants [F:1][C:2]([F:10])([F:9])[C:3]([CH3:8])([CH3:7])[C:4]([NH2:6])=O.O=P12OP3(OP(OP(O3)(O1)=O)(=O)O2)=O, predict the reaction product. The product is: [F:1][C:2]([F:10])([F:9])[C:3]([CH3:8])([CH3:7])[C:4]#[N:6]. (4) The product is: [CH3:6][N:7]1[CH:11]=[CH:10][CH:9]=[C:8]1[C:15]([C:14]1[CH:18]=[C:19]([N+:22]([O-:24])=[O:23])[CH:20]=[CH:21][C:13]=1[Cl:12])=[O:16]. Given the reactants C([Li])CCC.[CH3:6][N:7]1[CH:11]=[CH:10][CH:9]=[CH:8]1.[Cl:12][C:13]1[CH:21]=[CH:20][C:19]([N+:22]([O-:24])=[O:23])=[CH:18][C:14]=1[C:15](Cl)=[O:16], predict the reaction product.